This data is from Catalyst prediction with 721,799 reactions and 888 catalyst types from USPTO. The task is: Predict which catalyst facilitates the given reaction. (1) Reactant: [Cl:1][C:2]1[CH:3]=[CH:4][C:5]2[N:11]([CH2:12][C:13]3[CH:18]=[CH:17][C:16]([O:19][CH3:20])=[CH:15][C:14]=3[O:21][CH3:22])[C:10](=[O:23])[C@@H:9]([CH2:24][C:25](O)=[O:26])[O:8][C@H:7]([C:28]3[CH:33]=[CH:32][CH:31]=[C:30]([O:34][CH3:35])[C:29]=3[O:36][CH3:37])[C:6]=2[CH:38]=1.C[N:40]1CCOCC1.ClC(OCC)=O.N. Product: [Cl:1][C:2]1[CH:3]=[CH:4][C:5]2[N:11]([CH2:12][C:13]3[CH:18]=[CH:17][C:16]([O:19][CH3:20])=[CH:15][C:14]=3[O:21][CH3:22])[C:10](=[O:23])[C@@H:9]([CH2:24][C:25]([NH2:40])=[O:26])[O:8][C@H:7]([C:28]3[CH:33]=[CH:32][CH:31]=[C:30]([O:34][CH3:35])[C:29]=3[O:36][CH3:37])[C:6]=2[CH:38]=1. The catalyst class is: 7. (2) Reactant: CS([C:4]1[N:9]=[C:8]([N:10]2[C:18]3[C:13](=[C:14]([O:19][CH2:20][CH2:21][CH2:22][S:23]([CH3:26])(=[O:25])=[O:24])[CH:15]=[CH:16][CH:17]=3)[CH:12]=[CH:11]2)[CH:7]=[CH:6][N:5]=1)=O.C([O-])(=O)C.[OH:31][C:32]([CH:35]1[CH2:40][CH2:39][CH:38]([NH3+:41])[CH2:37][CH2:36]1)([CH3:34])[CH3:33].CCN(C(C)C)C(C)C. Product: [CH3:26][S:23]([CH2:22][CH2:21][CH2:20][O:19][C:14]1[CH:15]=[CH:16][CH:17]=[C:18]2[C:13]=1[CH:12]=[CH:11][N:10]2[C:8]1[CH:7]=[CH:6][N:5]=[C:4]([NH:41][CH:38]2[CH2:39][CH2:40][CH:35]([C:32]([OH:31])([CH3:33])[CH3:34])[CH2:36][CH2:37]2)[N:9]=1)(=[O:25])=[O:24]. The catalyst class is: 37. (3) Reactant: Cl[C:2]1[C:3]2[CH:20]=[CH:19][C:18](=[O:21])[N:17]([C:22]3[C:27]([F:28])=[CH:26][CH:25]=[CH:24][C:23]=3[F:29])[C:4]=2[N:5]=[C:6]([NH:8][CH2:9][CH2:10][CH2:11][N:12]([CH2:15][CH3:16])[CH2:13][CH3:14])[N:7]=1.CC1(C)C(C)(C)OB([C:38]2[CH:39]=[C:40]([CH:44]=[CH:45][CH:46]=2)[C:41]([OH:43])=[O:42])O1.C(=O)([O-])[O-].[K+].[K+]. Product: [CH2:13]([N:12]([CH2:15][CH3:16])[CH2:11][CH2:10][CH2:9][NH:8][C:6]1[N:7]=[C:2]([C:38]2[CH:39]=[C:40]([CH:44]=[CH:45][CH:46]=2)[C:41]([OH:43])=[O:42])[C:3]2[CH:20]=[CH:19][C:18](=[O:21])[N:17]([C:22]3[C:27]([F:28])=[CH:26][CH:25]=[CH:24][C:23]=3[F:29])[C:4]=2[N:5]=1)[CH3:14]. The catalyst class is: 70. (4) Reactant: [C:1]1(=[O:8])[O:7][C:5](=[O:6])[CH2:4][O:3][CH2:2]1.[CH2:9]([CH2:14][CH2:15][NH2:16])[CH2:10][CH2:11][CH2:12][NH2:13]. Product: [C:5]([CH2:4][O:3][CH2:2][C:1]([NH:13][CH2:12][CH2:11][CH2:10][CH2:9][CH2:14][CH2:15][NH:16][C:5]([CH2:4][O:3][CH2:2][C:1]([OH:7])=[O:8])=[O:6])=[O:8])([OH:7])=[O:6]. The catalyst class is: 9.